This data is from Catalyst prediction with 721,799 reactions and 888 catalyst types from USPTO. The task is: Predict which catalyst facilitates the given reaction. (1) Reactant: [F:1][C:2]1[CH:3]=[C:4]([CH:19]=[C:20]([F:22])[CH:21]=1)[C:5]([NH:7][CH2:8][C:9]1[CH:10]=[CH:11][C:12]([C:15]([O:17]C)=[O:16])=[N:13][CH:14]=1)=[O:6].[OH-].[K+].Cl. Product: [F:22][C:20]1[CH:19]=[C:4]([CH:3]=[C:2]([F:1])[CH:21]=1)[C:5]([NH:7][CH2:8][C:9]1[CH:10]=[CH:11][C:12]([C:15]([OH:17])=[O:16])=[N:13][CH:14]=1)=[O:6]. The catalyst class is: 24. (2) Reactant: Cl[CH2:2][C:3]1[O:4][C:5]([C:8]2[CH:13]=[CH:12][C:11]([N+:14]([O-:16])=[O:15])=[C:10]([O:17][CH3:18])[CH:9]=2)=[N:6][N:7]=1.[NH:19]1[CH2:23][CH2:22][CH2:21][CH2:20]1. Product: [CH3:18][O:17][C:10]1[CH:9]=[C:8]([C:5]2[O:4][C:3]([CH2:2][N:19]3[CH2:23][CH2:22][CH2:21][CH2:20]3)=[N:7][N:6]=2)[CH:13]=[CH:12][C:11]=1[N+:14]([O-:16])=[O:15]. The catalyst class is: 12. (3) Reactant: [CH3:1][NH:2][CH2:3][CH2:4][OH:5].C(N(CC)CC)C.[CH3:25][C:24]([O:23][C:21](O[C:21]([O:23][C:24]([CH3:27])([CH3:26])[CH3:25])=[O:22])=[O:22])([CH3:27])[CH3:26]. Product: [OH:5][CH2:4][CH2:3][N:2]([CH3:1])[C:21](=[O:22])[O:23][C:24]([CH3:25])([CH3:26])[CH3:27]. The catalyst class is: 3. (4) Reactant: [CH3:1][C:2]1[CH:3]=[C:4]([CH:11]=[O:12])[CH:5]=[C:6]2[C:10]=1[NH:9][N:8]=[CH:7]2.C(N(CC)CC)C.[CH3:20][Si:21]([CH3:29])([CH3:28])[CH2:22][CH2:23][S:24](Cl)(=[O:26])=[O:25]. Product: [CH3:1][C:2]1[C:10]2[C:6](=[CH:7][N:8]([S:24]([CH2:23][CH2:22][Si:21]([CH3:29])([CH3:28])[CH3:20])(=[O:26])=[O:25])[N:9]=2)[CH:5]=[C:4]([CH:11]=[O:12])[CH:3]=1. The catalyst class is: 2. (5) Reactant: [Li+].CCC[CH2-].Br[C:7]1[CH:8]=[CH:9][C:10]([O:13][CH2:14][C:15]2[C:16]([CH3:27])=[C:17]([C:21]3[CH:26]=[CH:25][CH:24]=[CH:23][CH:22]=3)[CH:18]=[CH:19][CH:20]=2)=[N:11][CH:12]=1.CN([CH:31]=[O:32])C. Product: [CH3:27][C:16]1[C:15]([CH2:14][O:13][C:10]2[CH:9]=[CH:8][C:7]([CH:31]=[O:32])=[CH:12][N:11]=2)=[CH:20][CH:19]=[CH:18][C:17]=1[C:21]1[CH:26]=[CH:25][CH:24]=[CH:23][CH:22]=1. The catalyst class is: 1. (6) Reactant: Br[C:2]1[CH:3]=[N:4][C:5]([Cl:8])=[N:6][CH:7]=1.[F:9][CH:10]([F:27])[O:11][C:12]1[CH:17]=[CH:16][C:15](B2OC(C)(C)C(C)(C)O2)=[CH:14][CH:13]=1.C([O-])([O-])=O.[K+].[K+]. Product: [Cl:8][C:5]1[N:4]=[CH:3][C:2]([C:15]2[CH:16]=[CH:17][C:12]([O:11][CH:10]([F:27])[F:9])=[CH:13][CH:14]=2)=[CH:7][N:6]=1. The catalyst class is: 77.